Dataset: Forward reaction prediction with 1.9M reactions from USPTO patents (1976-2016). Task: Predict the product of the given reaction. Given the reactants [NH2:1][C@H:2]([CH:17]1[CH2:22][CH2:21][CH2:20][CH2:19][CH2:18]1)[C:3]([C:11]1[CH:16]=[CH:15][CH:14]=[CH:13][CH:12]=1)([C:5]1[CH:10]=[CH:9][CH:8]=[CH:7][CH:6]=1)[OH:4].[CH3:23][O:24][B:25](OC)OC, predict the reaction product. The product is: [CH:17]1([C@@H:2]2[C:3]([C:11]3[CH:12]=[CH:13][CH:14]=[CH:15][CH:16]=3)([C:5]3[CH:10]=[CH:9][CH:8]=[CH:7][CH:6]=3)[O:4][B:25]([O:24][CH3:23])[NH:1]2)[CH2:22][CH2:21][CH2:20][CH2:19][CH2:18]1.